This data is from Full USPTO retrosynthesis dataset with 1.9M reactions from patents (1976-2016). The task is: Predict the reactants needed to synthesize the given product. (1) Given the product [Br:1][C:2]1[CH:7]=[CH:6][C:5]([C:8]2[N:9]=[C:10]([O:17][C:18]3[CH:19]=[CH:20][C:21]([CH2:24][C:25]([OH:27])=[O:26])=[CH:22][CH:23]=3)[C:11]3[CH2:16][CH2:15][CH2:14][C:12]=3[N:13]=2)=[CH:4][CH:3]=1, predict the reactants needed to synthesize it. The reactants are: [Br:1][C:2]1[CH:7]=[CH:6][C:5]([C:8]2[N:9]=[C:10]([O:17][C:18]3[CH:23]=[CH:22][C:21]([CH2:24][C:25]([O:27]C)=[O:26])=[CH:20][CH:19]=3)[C:11]3[CH2:16][CH2:15][CH2:14][C:12]=3[N:13]=2)=[CH:4][CH:3]=1.[OH-].[Li+].C1COCC1.O.Cl. (2) Given the product [CH2:14]([O:1][C:2]1[CH:3]=[C:4]([CH:9]=[CH:10][C:11]=1[I:12])[C:5]([O:7][CH3:8])=[O:6])[CH3:15], predict the reactants needed to synthesize it. The reactants are: [OH:1][C:2]1[CH:3]=[C:4]([CH:9]=[CH:10][C:11]=1[I:12])[C:5]([O:7][CH3:8])=[O:6].I[CH2:14][CH3:15]. (3) Given the product [CH2:31]1[C:40]2[C:35](=[CH:36][CH:37]=[CH:38][CH:39]=2)[CH2:34][CH2:33][N:32]1[C:13]1[CH:18]=[CH:17][C:16]([C:19]2[CH:24]=[CH:23][C:22]([C:25]([O:27][CH3:28])=[O:26])=[CH:21][CH:20]=2)=[CH:15][CH:14]=1, predict the reactants needed to synthesize it. The reactants are: C(=O)([O-])[O-].[Cs+].[Cs+].FC(F)(F)S(O[C:13]1[CH:18]=[CH:17][C:16]([C:19]2[CH:24]=[CH:23][C:22]([C:25]([O:27][CH3:28])=[O:26])=[CH:21][CH:20]=2)=[CH:15][CH:14]=1)(=O)=O.[CH2:31]1[C:40]2[C:35](=[CH:36][CH:37]=[CH:38][CH:39]=2)[CH2:34][CH2:33][NH:32]1.O. (4) Given the product [C:1]([O:5][C:6]([N:8]1[C:13]2[CH:14]=[C:15]([Cl:20])[C:16]([O:18][CH3:19])=[CH:17][C:12]=2[O:11][CH:10]([C:21]([N:63]2[CH2:64][CH2:65][C:60]([CH2:59][C:58]3[CH:57]=[CH:56][C:55]([F:54])=[CH:69][CH:68]=3)([CH2:66][OH:67])[CH2:61][CH2:62]2)=[O:22])[CH2:9]1)=[O:7])([CH3:4])([CH3:2])[CH3:3], predict the reactants needed to synthesize it. The reactants are: [C:1]([O:5][C:6]([N:8]1[C:13]2[CH:14]=[C:15]([Cl:20])[C:16]([O:18][CH3:19])=[CH:17][C:12]=2[O:11][CH:10]([C:21](O)=[O:22])[CH2:9]1)=[O:7])([CH3:4])([CH3:3])[CH3:2].CCN=C=NCCCN(C)C.C1C=CC2N(O)N=NC=2C=1.CCN(C(C)C)C(C)C.[F:54][C:55]1[CH:69]=[CH:68][C:58]([CH2:59][C:60]2([CH2:66][OH:67])[CH2:65][CH2:64][NH:63][CH2:62][CH2:61]2)=[CH:57][CH:56]=1. (5) Given the product [NH2:26][C@@H:9]([CH2:8][C:5]1[CH:4]=[CH:3][C:2]([F:1])=[CH:7][CH:6]=1)[C:10]([NH:12][C:13]1[S:17][C:16]([C:18]2[CH:23]=[CH:22][N:21]=[C:20]([CH3:24])[CH:19]=2)=[N:15][C:14]=1[CH3:25])=[O:11], predict the reactants needed to synthesize it. The reactants are: [F:1][C:2]1[CH:7]=[CH:6][C:5]([CH2:8][C@H:9]([NH:26]C(=O)OC(C)(C)C)[C:10]([NH:12][C:13]2[S:17][C:16]([C:18]3[CH:23]=[CH:22][N:21]=[C:20]([CH3:24])[CH:19]=3)=[N:15][C:14]=2[CH3:25])=[O:11])=[CH:4][CH:3]=1.C(Cl)Cl.C(O)(C(F)(F)F)=O. (6) The reactants are: [Cl:1][C:2]1[C:3]([CH3:19])=[C:4]([CH:13]2[O:17][C:16](=[O:18])[NH:15][CH2:14]2)[C:5]([O:11][CH3:12])=[C:6]([CH:8](Cl)[CH3:9])[CH:7]=1.[CH3:20][C:21]1[C:29]2[C:24](=[N:25][CH:26]=[N:27][C:28]=2[NH2:30])[NH:23][N:22]=1.C(=O)([O-])[O-].[Cs+].[Cs+].[I-].[K+]. Given the product [NH2:30][C:28]1[N:27]=[CH:26][N:25]=[C:24]2[N:23]([CH:8]([C:6]3[C:5]([O:11][CH3:12])=[C:4]([CH:13]4[O:17][C:16](=[O:18])[NH:15][CH2:14]4)[C:3]([CH3:19])=[C:2]([Cl:1])[CH:7]=3)[CH3:9])[N:22]=[C:21]([CH3:20])[C:29]=12, predict the reactants needed to synthesize it. (7) Given the product [CH3:1][C:2]1[CH:3]=[CH:4][C:5]([C:8]2[CH2:13][CH2:12][CH2:11][CH2:10][C:9]=2[C:14]([NH:17][C:18]2[CH:19]=[CH:20][C:21]([NH:24][CH2:32][CH2:33][C:34]3[CH:39]=[CH:38][CH:37]=[CH:36][N:35]=3)=[CH:22][CH:23]=2)=[O:16])=[CH:6][CH:7]=1, predict the reactants needed to synthesize it. The reactants are: [CH3:1][C:2]1[CH:7]=[CH:6][C:5]([C:8]2[CH2:13][CH2:12][CH2:11][CH2:10][C:9]=2[C:14]([OH:16])=O)=[CH:4][CH:3]=1.[NH2:17][C:18]1[CH:23]=[CH:22][C:21]([N:24]([CH2:32][CH2:33][C:34]2[CH:39]=[CH:38][CH:37]=[CH:36][N:35]=2)C(=O)OC(C)(C)C)=[CH:20][CH:19]=1.O.ON1C2C=CC=CC=2N=N1.Cl.CN(C)CCCN=C=NCC.FC(F)(F)C(O)=O.